Dataset: Reaction yield outcomes from USPTO patents with 853,638 reactions. Task: Predict the reaction yield, written as a fraction of the theoretical maximum amount of product (1.0 means a 100% yield; for example, 0.34 means a 34% yield). (1) The reactants are [NH2:1][C:2]1C(O)=NC=[N:6][C:7]=1[NH2:8].[OH-].[Na+].Br[CH:13](Br)[C:14](=O)[C:15]([F:18])([F:17])[F:16]. No catalyst specified. The product is [F:16][C:15]([F:18])([F:17])[C:14]1[N:1]=[CH:2][C:7]([NH2:8])=[N:6][CH:13]=1. The yield is 0.150. (2) The reactants are [C:1]([O:5][C:6]([N:8]1[CH2:13][CH2:12][C:11](=O)[CH2:10][CH2:9]1)=[O:7])([CH3:4])([CH3:3])[CH3:2].[CH2:15]([NH2:17])[CH3:16].C(O)(=O)C.C(O[BH-](OC(=O)C)OC(=O)C)(=O)C.[Na+]. The catalyst is C1COCC1. The product is [C:1]([O:5][C:6]([N:8]1[CH2:13][CH2:12][CH:11]([NH:17][CH2:15][CH3:16])[CH2:10][CH2:9]1)=[O:7])([CH3:4])([CH3:3])[CH3:2]. The yield is 0.990. (3) The reactants are [N:1]1[N:2]([C:6]2[CH:23]=[CH:22][CH:21]=[CH:20][C:7]=2[C:8]([N:10]2[C@H:15]([CH3:16])[CH2:14][CH2:13][C@@H:12]([C:17](O)=[O:18])[CH2:11]2)=[O:9])[N:3]=[CH:4][CH:5]=1.C[N:25](C(ON1N=NC2C=CC=NC1=2)=[N+](C)C)C.F[P-](F)(F)(F)(F)F.CCN(C(C)C)C(C)C.[Cl-].[NH4+]. The catalyst is CN(C=O)C.O. The product is [N:3]1[N:2]([C:6]2[CH:23]=[CH:22][CH:21]=[CH:20][C:7]=2[C:8]([N:10]2[C@H:15]([CH3:16])[CH2:14][CH2:13][C@@H:12]([C:17]([NH2:25])=[O:18])[CH2:11]2)=[O:9])[N:1]=[CH:5][CH:4]=1. The yield is 0.900. (4) The reactants are [F:1][CH:2]([F:13])[C:3]1[CH:12]=[CH:11][CH:10]=[CH:9][C:4]=1[C:5]([O:7]C)=[O:6].[OH-].[Na+].Cl. The catalyst is CO. The product is [F:1][CH:2]([F:13])[C:3]1[CH:12]=[CH:11][CH:10]=[CH:9][C:4]=1[C:5]([OH:7])=[O:6]. The yield is 0.930. (5) The yield is 0.910. The reactants are [Br:1][C:2]1[CH:8]=[CH:7][C:5]([NH2:6])=[CH:4][C:3]=1[Cl:9].[C:10](N1C=CN=C1)(N1C=CN=C1)=[S:11]. The product is [Br:1][C:2]1[CH:8]=[CH:7][C:5]([N:6]=[C:10]=[S:11])=[CH:4][C:3]=1[Cl:9]. The catalyst is ClCCl. (6) The reactants are CC1C=CC=CC=1N1CCN(C(OC(C)(C)C)=O)CC1=O.CS(O[CH2:27][CH2:28][N:29]([CH2:37][C:38]([NH:40][C:41]1[CH:46]=[C:45]([Br:47])[CH:44]=[CH:43][C:42]=1[CH3:48])=[O:39])[C:30]([O:32][C:33]([CH3:36])([CH3:35])[CH3:34])=[O:31])(=O)=O.[H-].[Na+].CO. The catalyst is CN(C)C=O. The product is [Br:47][C:45]1[CH:44]=[CH:43][C:42]([CH3:48])=[C:41]([N:40]2[CH2:27][CH2:28][N:29]([C:30]([O:32][C:33]([CH3:36])([CH3:35])[CH3:34])=[O:31])[CH2:37][C:38]2=[O:39])[CH:46]=1. The yield is 0.338. (7) The reactants are [CH2:1]([C:4]1[C:12]([O:13][CH2:14][CH2:15][Si:16]([CH3:19])([CH3:18])[CH3:17])=[C:11]2[C:7]([CH2:8][O:9][C:10]2=[O:20])=[C:6]([CH3:21])[C:5]=1[CH2:22][CH3:23])[CH:2]=C.NC(N)=S.C[OH:29]. The catalyst is C(Cl)Cl.N1C=CC=CC=1. The product is [CH2:22]([C:5]1[C:6]([CH3:21])=[C:7]2[C:11]([C:10](=[O:20])[O:9][CH2:8]2)=[C:12]([O:13][CH2:14][CH2:15][Si:16]([CH3:18])([CH3:19])[CH3:17])[C:4]=1[CH2:1][CH:2]=[O:29])[CH3:23]. The yield is 0.690. (8) The reactants are [CH3:1][C:2]1[C:6]([CH2:7][N:8]2[CH:12]=[C:11]([N:13]3[C:17](=[O:18])[CH2:16][NH:15][C:14]3=[O:19])[CH:10]=[N:9]2)=[C:5]([CH3:20])[O:4][N:3]=1.[CH2:21](Br)[CH2:22][C:23]1[CH:28]=[CH:27][CH:26]=[CH:25][CH:24]=1. No catalyst specified. The product is [CH3:1][C:2]1[C:6]([CH2:7][N:8]2[CH:12]=[C:11]([N:13]3[C:17](=[O:18])[CH2:16][N:15]([CH2:21][CH2:22][C:23]4[CH:28]=[CH:27][CH:26]=[CH:25][CH:24]=4)[C:14]3=[O:19])[CH:10]=[N:9]2)=[C:5]([CH3:20])[O:4][N:3]=1. The yield is 0.370.